This data is from Microsomal clearance measurements from AstraZeneca. The task is: Regression/Classification. Given a drug SMILES string, predict its absorption, distribution, metabolism, or excretion properties. Task type varies by dataset: regression for continuous measurements (e.g., permeability, clearance, half-life) or binary classification for categorical outcomes (e.g., BBB penetration, CYP inhibition). For this dataset (clearance_microsome_az), we predict log10(clearance) (log10 of the in vitro intrinsic clearance, CLint, in uL/min per mg of human liver microsomal protein, equivalently mL/min/g; values are censored to the assay range of 3 to 150, which is 0.477 to 2.18 on this log10 scale). (1) The drug is COc1cccc(C(=O)Nc2ccc(C)c(-n3cnc4ccc(N5CCN(C)CC5)cc4c3=O)c2)c1. The log10(clearance) is 1.20. (2) The drug is CCSc1ccc(-c2cc(C(F)(F)F)ccc2OCC(=O)O)cc1. The log10(clearance) is 2.13. (3) The compound is O=C(Nc1cc(-c2ccnc(Nc3ccccc3)c2)ccn1)C1CCOCC1. The log10(clearance) is 1.10. (4) The drug is COc1ccc([C@]2(C#N)CC[C@@H](C(=O)O)CC2)cc1OC1CCCC1. The log10(clearance) is 1.11. (5) The drug is Cc1ccc2cc(C)c3nnc(SCC(=O)N4CCN(C(=O)c5ccco5)CC4)n3c2c1. The log10(clearance) is 1.90. (6) The molecule is CCOc1ncc(C)c2c1[C@H](c1ccc(C#N)cc1OC)C(C(N)=O)=C(C)N2. The log10(clearance) is 1.99. (7) The drug is O=C(NC[C@@H](O)CN1CCC(Oc2ccc(Cl)c(Cl)c2)CC1)c1c[nH]c(=O)c2ccc(F)cc12. The log10(clearance) is 0.900. (8) The molecule is O=C(O)CCCCCCc1ccc(Cc2ccc3ccccc3n2)cc1. The log10(clearance) is 0.730. (9) The molecule is COc1cccc(S(=O)(=O)c2c(C)n(CC(=O)O)c3ccc(C)cc23)c1. The log10(clearance) is 0.480.